From a dataset of Forward reaction prediction with 1.9M reactions from USPTO patents (1976-2016). Predict the product of the given reaction. (1) Given the reactants C([NH:8][C@H:9]([C:11](O)=O)[CH3:10])(OC(C)(C)C)=O.CN(C(ON1N=NC2C=CC=NC1=2)=[N+](C)C)C.F[P-](F)(F)(F)(F)F.CCN(C(C)C)C(C)C.CO[C:49](=O)[C@H:50]([NH:53][CH2:54][C:55]1[CH:60]=[CH:59][C:58]([O:61][CH3:62])=[CH:57][CH:56]=1)[CH2:51][CH3:52], predict the reaction product. The product is: [CH2:51]([C@@H:50]1[CH2:49][NH:8][C@@H:9]([CH3:11])[CH2:10][N:53]1[CH2:54][C:55]1[CH:60]=[CH:59][C:58]([O:61][CH3:62])=[CH:57][CH:56]=1)[CH3:52]. (2) Given the reactants Cl.[Cl:2][C:3]1[CH:8]=[CH:7][C:6]([CH2:9][CH2:10][NH2:11])=[CH:5][C:4]=1[CH2:12][CH3:13].CCN(CC)CC.[C:21]([C:25]1[CH:32]=[CH:31][C:28]([CH:29]=O)=[CH:27][CH:26]=1)([CH3:24])([CH3:23])[CH3:22].Cl, predict the reaction product. The product is: [ClH:2].[C:21]([C:25]1[CH:26]=[CH:27][C:28]([CH2:29][NH:11][CH2:10][CH2:9][C:6]2[CH:7]=[CH:8][C:3]([Cl:2])=[C:4]([CH2:12][CH3:13])[CH:5]=2)=[CH:31][CH:32]=1)([CH3:24])([CH3:22])[CH3:23].